From a dataset of Forward reaction prediction with 1.9M reactions from USPTO patents (1976-2016). Predict the product of the given reaction. (1) Given the reactants [C:1]([C:3](=[C:7]([NH:10][C:11]1[CH:16]=[CH:15][C:14]([CH:17]([CH3:19])[CH3:18])=[CH:13][CH:12]=1)SC)[C:4]([NH2:6])=[O:5])#[N:2].O.[NH2:21][NH2:22], predict the reaction product. The product is: [NH2:2][C:1]1[NH:22][N:21]=[C:7]([NH:10][C:11]2[CH:16]=[CH:15][C:14]([CH:17]([CH3:19])[CH3:18])=[CH:13][CH:12]=2)[C:3]=1[C:4]([NH2:6])=[O:5]. (2) Given the reactants C([O:3][C:4](=[O:26])[CH:5]([CH2:19][C:20]1[CH:25]=[CH:24][CH:23]=[CH:22][CH:21]=1)[CH2:6][C:7]1[C:8](=[O:18])[O:9][C:10]2[C:15]([C:16]=1[OH:17])=[CH:14][CH:13]=[CH:12][CH:11]=2)C.[OH-].[Na+], predict the reaction product. The product is: [CH2:19]([CH:5]([CH2:6][C:7]1[C:8](=[O:18])[O:9][C:10]2[C:15]([C:16]=1[OH:17])=[CH:14][CH:13]=[CH:12][CH:11]=2)[C:4]([OH:26])=[O:3])[C:20]1[CH:21]=[CH:22][CH:23]=[CH:24][CH:25]=1. (3) Given the reactants Br[C:2]1[CH:3]=[C:4]2[C:10]([C:11]3[CH:12]=[N:13][N:14]([CH2:16][C:17]4[CH:22]=[CH:21][CH:20]=[C:19]([F:23])[CH:18]=4)[CH:15]=3)=[CH:9][N:8]([S:24]([C:27]3[CH:33]=[CH:32][C:30]([CH3:31])=[CH:29][CH:28]=3)(=[O:26])=[O:25])[C:5]2=[N:6][CH:7]=1.[CH3:34][O:35][C:36]1[CH:41]=[CH:40][C:39](B2OC(C)(C)C(C)(C)O2)=[CH:38][C:37]=1[NH:51][S:52]([CH:55]1[CH2:57][CH2:56]1)(=[O:54])=[O:53], predict the reaction product. The product is: [F:23][C:19]1[CH:18]=[C:17]([CH:22]=[CH:21][CH:20]=1)[CH2:16][N:14]1[CH:15]=[C:11]([C:10]2[C:4]3[C:5](=[N:6][CH:7]=[C:2]([C:39]4[CH:40]=[CH:41][C:36]([O:35][CH3:34])=[C:37]([NH:51][S:52]([CH:55]5[CH2:56][CH2:57]5)(=[O:54])=[O:53])[CH:38]=4)[CH:3]=3)[N:8]([S:24]([C:27]3[CH:28]=[CH:29][C:30]([CH3:31])=[CH:32][CH:33]=3)(=[O:26])=[O:25])[CH:9]=2)[CH:12]=[N:13]1. (4) Given the reactants [CH2:1]([N:3](C(C)C)C(C)C)C.[CH3:10][S:11]([C:14]1[CH:19]=[CH:18][C:17]([C:20]2[CH:21]=[CH:22][C:23]3[O:27][CH:26]([CH:28]4[CH2:33][CH2:32][NH:31][CH2:30][CH2:29]4)[CH2:25][C:24]=3[CH:34]=2)=[CH:16][CH:15]=1)(=[O:13])=[O:12].Cl.C(N(C(C)C)C(C)C)C, predict the reaction product. The product is: [CH3:10][S:11]([C:14]1[CH:15]=[CH:16][C:17]([C:20]2[CH:21]=[CH:22][C:23]3[O:27][CH:26]([CH:28]4[CH2:33][CH2:32][N:31]([C:1]#[N:3])[CH2:30][CH2:29]4)[CH2:25][C:24]=3[CH:34]=2)=[CH:18][CH:19]=1)(=[O:12])=[O:13]. (5) Given the reactants [CH2:1]1[CH:3]([C:4]([NH2:6])=[NH:5])[CH2:2]1.Cl.C(O[CH:11]=[CH:12][C:13]#[N:14])C, predict the reaction product. The product is: [CH:3]([C:4]1[N:6]=[C:13]([NH2:14])[CH:12]=[CH:11][N:5]=1)([CH3:1])[CH3:2]. (6) Given the reactants [Br:1][C:2]1[CH:10]=[CH:9][C:5]([C:6]([OH:8])=[O:7])=[C:4]([F:11])[CH:3]=1.[CH3:12]O.S(=O)(=O)(O)O, predict the reaction product. The product is: [Br:1][C:2]1[CH:10]=[CH:9][C:5]([C:6]([O:8][CH3:12])=[O:7])=[C:4]([F:11])[CH:3]=1.